From a dataset of Full USPTO retrosynthesis dataset with 1.9M reactions from patents (1976-2016). Predict the reactants needed to synthesize the given product. Given the product [F:7][CH2:8][CH2:9][CH2:10][CH2:11][O:12][C:13]1[CH:18]=[CH:17][C:16]([S:19]([NH:1][CH2:2][C:3]([NH:5][OH:6])=[O:4])(=[O:21])=[O:20])=[CH:15][CH:14]=1, predict the reactants needed to synthesize it. The reactants are: [NH2:1][CH2:2][C:3]([NH:5][OH:6])=[O:4].[F:7][CH2:8][CH2:9][CH2:10][CH2:11][O:12][C:13]1[CH:18]=[CH:17][C:16]([S:19](Cl)(=[O:21])=[O:20])=[CH:15][CH:14]=1.C(N(C(C)C)C(C)C)C.